From a dataset of Full USPTO retrosynthesis dataset with 1.9M reactions from patents (1976-2016). Predict the reactants needed to synthesize the given product. (1) Given the product [C:14]1(=[O:15])[N:10]([C:7]2[CH:8]=[CH:9][C:4]([C:1]([Cl:20])=[O:2])=[CH:5][CH:6]=2)[C:11](=[O:16])[CH:12]=[CH:13]1, predict the reactants needed to synthesize it. The reactants are: [C:1]([C:4]1[CH:9]=[CH:8][C:7]([N:10]2[C:14](=[O:15])[CH:13]=[CH:12][C:11]2=[O:16])=[CH:6][CH:5]=1)(O)=[O:2].C(Cl)(=O)C([Cl:20])=O. (2) The reactants are: [C:1]([C:5]1[N:6]=[C:7]([NH:10][C:11]([C:13]2[CH:40]=[CH:39][N:16]3[C:17](=[O:38])[C:18](/[CH:32]=[CH:33]/[C:34]([O:36]C)=[O:35])=[C:19]([N:21]4[CH2:26][CH2:25][CH2:24][CH:23]([C:27]([N:29]([CH3:31])[CH3:30])=[O:28])[CH2:22]4)[N:20]=[C:15]3[CH:14]=2)=[O:12])[S:8][CH:9]=1)([CH3:4])([CH3:3])[CH3:2].[OH-].[Na+].Cl. Given the product [C:1]([C:5]1[N:6]=[C:7]([NH:10][C:11]([C:13]2[CH:40]=[CH:39][N:16]3[C:17](=[O:38])[C:18](/[CH:32]=[CH:33]/[C:34]([OH:36])=[O:35])=[C:19]([N:21]4[CH2:26][CH2:25][CH2:24][CH:23]([C:27]([N:29]([CH3:30])[CH3:31])=[O:28])[CH2:22]4)[N:20]=[C:15]3[CH:14]=2)=[O:12])[S:8][CH:9]=1)([CH3:4])([CH3:2])[CH3:3], predict the reactants needed to synthesize it. (3) Given the product [OH:22][CH2:21][C:16]1[CH:17]=[CH:18][CH:19]=[CH:20][C:15]=1[C:12]1[CH:13]=[CH:14][C:9]([C:8](=[C:25]2[CH2:26][C:27]([CH3:34])([CH3:33])[CH2:28][C:29]([CH3:32])([CH3:31])[CH2:30]2)[C:5]2[CH:4]=[CH:3][C:2]([OH:1])=[CH:7][CH:6]=2)=[CH:10][CH:11]=1, predict the reactants needed to synthesize it. The reactants are: [OH:1][C:2]1[CH:7]=[CH:6][C:5]([C:8](=[C:25]2[CH2:30][C:29]([CH3:32])([CH3:31])[CH2:28][C:27]([CH3:34])([CH3:33])[CH2:26]2)[C:9]2[CH:14]=[CH:13][C:12]([C:15]3[C:16]([C:21](OC)=[O:22])=[CH:17][CH:18]=[CH:19][CH:20]=3)=[CH:11][CH:10]=2)=[CH:4][CH:3]=1.[H-].[Al+3].[Li+].[H-].[H-].[H-].CCOC(C)=O.Cl. (4) Given the product [S:1]1[C:5]2[CH:6]=[CH:7][CH:8]=[CH:9][C:4]=2[N:3]=[C:2]1[N:10]([CH2:41][O:40][CH2:39][CH2:38][Si:35]([CH3:37])([CH3:36])[CH3:34])[C:11]([C:13]1[CH:14]=[CH:15][CH:16]=[C:17]2[C:22]=1[CH2:21][N:20]([C:23]1[S:24][C:25]([Br:33])=[C:26]([C:28]([O:30][CH2:31][CH3:32])=[O:29])[N:27]=1)[CH2:19][CH2:18]2)=[O:12], predict the reactants needed to synthesize it. The reactants are: [S:1]1[C:5]2[CH:6]=[CH:7][CH:8]=[CH:9][C:4]=2[N:3]=[C:2]1[NH:10][C:11]([C:13]1[CH:14]=[CH:15][CH:16]=[C:17]2[C:22]=1[CH2:21][N:20]([C:23]1[S:24][C:25]([Br:33])=[C:26]([C:28]([O:30][CH2:31][CH3:32])=[O:29])[N:27]=1)[CH2:19][CH2:18]2)=[O:12].[CH3:34][Si:35]([CH2:38][CH2:39][O:40][CH2:41]Cl)([CH3:37])[CH3:36]. (5) Given the product [F:8][C:9]1[CH:10]=[CH:11][C:12]([C@@H:15]([NH:17][C:18]2[N:23]=[C:22]3[N:24]([C:25]4[C:26]([O:31][CH3:32])=[N:27][CH:28]=[CH:29][CH:30]=4)[CH:1]=[N:33][C:21]3=[CH:20][CH:19]=2)[CH3:16])=[N:13][CH:14]=1, predict the reactants needed to synthesize it. The reactants are: [C:1](O)(=O)C.C(N)=N.[F:8][C:9]1[CH:10]=[CH:11][C:12]([C@@H:15]([NH:17][C:18]2[N:23]=[C:22]([NH:24][C:25]3[C:26]([O:31][CH3:32])=[N:27][CH:28]=[CH:29][CH:30]=3)[C:21]([NH2:33])=[CH:20][CH:19]=2)[CH3:16])=[N:13][CH:14]=1. (6) Given the product [NH2:21][C@H:22]1[CH2:27][CH2:26][CH2:25][CH2:24][C@H:23]1[NH:28][C:29]1[N:34]=[C:33]([NH:16][C:12]2[CH:13]=[CH:14][CH:15]=[C:10]([N:7]3[N:6]=[C:5]([OH:4])[CH:9]=[N:8]3)[CH:11]=2)[C:32]([C:48]([NH2:49])=[O:50])=[CH:31][N:30]=1, predict the reactants needed to synthesize it. The reactants are: C([O:4][C:5]1[CH:9]=[N:8][N:7]([C:10]2[CH:15]=[CH:14][CH:13]=[C:12]([N+:16]([O-])=O)[CH:11]=2)[N:6]=1)(=O)C.[H][H].[NH2:21][C@H:22]1[CH2:27][CH2:26][CH2:25][CH2:24][C@H:23]1[NH:28][C:29]1[N:34]=[C:33](NC2C=C(N3N=CC=[N+]3[O-])C=CC=2)[C:32]([C:48](=[O:50])[NH2:49])=[CH:31][N:30]=1. (7) Given the product [Cl:29][C:6]1[C:7]([O:9][CH3:10])=[CH:8][C:3]([O:2][CH3:1])=[CH:4][C:5]=1[C:11]1[C:16]([C:17]2[C:22]([F:23])=[CH:21][C:20]([F:24])=[CH:19][C:18]=2[F:25])=[C:15]([CH3:26])[O:14][C:13](=[O:27])[C:12]=1[CH3:28], predict the reactants needed to synthesize it. The reactants are: [CH3:1][O:2][C:3]1[CH:4]=[C:5]([C:11]2[C:16]([C:17]3[C:22]([F:23])=[CH:21][C:20]([F:24])=[CH:19][C:18]=3[F:25])=[C:15]([CH3:26])[O:14][C:13](=[O:27])[C:12]=2[CH3:28])[CH:6]=[C:7]([O:9][CH3:10])[CH:8]=1.[Cl:29]N1C(=O)CCC1=O.O.